Dataset: Catalyst prediction with 721,799 reactions and 888 catalyst types from USPTO. Task: Predict which catalyst facilitates the given reaction. Product: [NH2:12][CH2:16][CH2:17][NH:18][C:19]1[N:24]=[C:23]([C:25]2[S:29][C:28]([C:30]([CH3:33])([CH3:31])[CH3:32])=[N:27][C:26]=2[C:34]2[C:35]([F:52])=[C:36]([NH:40][S:41]([C:44]3[CH:49]=[C:48]([F:50])[CH:47]=[CH:46][C:45]=3[F:51])(=[O:42])=[O:43])[CH:37]=[CH:38][CH:39]=2)[CH:22]=[CH:21][N:20]=1. The catalyst class is: 2. Reactant: Cl.O1CCOCC1.CC([N:12]([CH2:16][CH2:17][NH:18][C:19]1[N:24]=[C:23]([C:25]2[S:29][C:28]([C:30]([CH3:33])([CH3:32])[CH3:31])=[N:27][C:26]=2[C:34]2[CH:39]=[CH:38][CH:37]=[C:36]([NH:40][S:41]([C:44]3[CH:49]=[C:48]([F:50])[CH:47]=[CH:46][C:45]=3[F:51])(=[O:43])=[O:42])[C:35]=2[F:52])[CH:22]=[CH:21][N:20]=1)C(=O)[O-])(C)C.CO.